This data is from Forward reaction prediction with 1.9M reactions from USPTO patents (1976-2016). The task is: Predict the product of the given reaction. (1) Given the reactants CI.[O:3]=[C:4]1[N:8]([C@@H:9]([C:11]2[CH:16]=[CH:15][CH:14]=[CH:13][CH:12]=2)[CH3:10])[CH2:7][CH:6]([C:17]([O:19][C:20]([CH3:23])([CH3:22])[CH3:21])=[O:18])[CH2:5]1.[H-].[Na+].[C:26](O)(=O)CC(CC(O)=O)(C(O)=O)O, predict the reaction product. The product is: [CH3:26][C@:6]1([C:17]([O:19][C:20]([CH3:22])([CH3:21])[CH3:23])=[O:18])[CH2:5][C:4](=[O:3])[N:8]([C@@H:9]([C:11]2[CH:12]=[CH:13][CH:14]=[CH:15][CH:16]=2)[CH3:10])[CH2:7]1. (2) Given the reactants C(=O)([O-])[O-].[K+].[K+].[CH2:7]([SH:14])[C:8]1[CH:13]=[CH:12][CH:11]=[CH:10][CH:9]=1.CN(C)C=O.CS(O[CH2:25][C:26]1[O:30][N:29]=[C:28]([C:31]([O:33][CH2:34][CH3:35])=[O:32])[CH:27]=1)(=O)=O, predict the reaction product. The product is: [CH2:7]([S:14][CH2:25][C:26]1[O:30][N:29]=[C:28]([C:31]([O:33][CH2:34][CH3:35])=[O:32])[CH:27]=1)[C:8]1[CH:13]=[CH:12][CH:11]=[CH:10][CH:9]=1. (3) Given the reactants [C:1]([C:5]1[CH:6]=[C:7]2[C:12](=[C:13]([F:15])[CH:14]=1)[C:11](=[O:16])[N:10]([CH2:17][C:18]1[CH:23]=[CH:22][C:21]([C:24]3[CH:29]=[CH:28][N:27]=[C:26]([O:30]C)[CH:25]=3)=[CH:20][C:19]=1[CH2:32][OH:33])[N:9]=[CH:8]2)([CH3:4])([CH3:3])[CH3:2].C[Si](Cl)(C)C.[Na+].[I-].[O-]S([O-])(=S)=O.[Na+].[Na+].C([O-])(O)=O.[Na+], predict the reaction product. The product is: [C:1]([C:5]1[CH:6]=[C:7]2[C:12](=[C:13]([F:15])[CH:14]=1)[C:11](=[O:16])[N:10]([CH2:17][C:18]1[CH:23]=[CH:22][C:21]([C:24]3[CH:29]=[CH:28][NH:27][C:26](=[O:30])[CH:25]=3)=[CH:20][C:19]=1[CH2:32][OH:33])[N:9]=[CH:8]2)([CH3:4])([CH3:2])[CH3:3]. (4) Given the reactants [OH:1][CH:2]1[CH2:7][CH2:6][CH2:5][NH:4][CH2:3]1.C(N(CC)CC)C.[C:15](O[C:15]([O:17][C:18]([CH3:21])([CH3:20])[CH3:19])=[O:16])([O:17][C:18]([CH3:21])([CH3:20])[CH3:19])=[O:16], predict the reaction product. The product is: [C:18]([O:17][C:15]([N:4]1[CH2:5][CH2:6][CH2:7][C:2](=[O:1])[CH2:3]1)=[O:16])([CH3:21])([CH3:20])[CH3:19]. (5) Given the reactants [Cl:1][C:2]1[C:7](Cl)=[CH:6][C:5]([O:9][CH2:10][CH:11]([O:15][CH2:16][CH3:17])[O:12][CH2:13][CH3:14])=[CH:4][N:3]=1.C[C:19]([CH3:22])([O-])C.[K+].[CH3:24][N:25](C)[C:26](=[O:28])[CH3:27].[CH3:30][N:31]1[CH:35]=[CH:34][C:33]([NH:36][C:37]2[C:46]3[C:41](=[CH:42][CH:43]=[C:44]([OH:47])[CH:45]=3)[N:40]=[CH:39][N:38]=2)=[N:32]1.C(Cl)(Cl)[Cl:49], predict the reaction product. The product is: [Cl:49][C:27]1[C:26]([O:28][C:44]2[CH:45]=[C:46]3[C:41](=[CH:42][CH:43]=2)[N:40]=[CH:39][N:38]=[C:37]3[NH:36][C:33]2[CH:34]=[CH:35][N:31]([CH3:30])[N:32]=2)=[N:25][CH:24]=[C:19]([CH2:10][CH:11]([O:12][CH2:13][CH3:14])[O:15][CH2:16][CH3:17])[CH:22]=1.[Cl:1][C:2]1[C:7]([O:47][C:44]2[CH:45]=[C:46]3[C:41](=[CH:42][CH:43]=2)[N:40]=[CH:39][N:38]=[C:37]3[NH:36][C:33]2[CH:34]=[CH:35][N:31]([CH3:30])[N:32]=2)=[CH:6][C:5]([O:9][CH2:10][CH:11]([O:15][CH2:16][CH3:17])[O:12][CH2:13][CH3:14])=[CH:4][N:3]=1. (6) Given the reactants [CH2:1](Br)[C:2]1[CH:7]=[CH:6][CH:5]=[CH:4][CH:3]=1.[C:9]([O:13][C:14]([N:16]1[CH2:21][CH2:20][CH:19]([CH2:22][CH2:23][C:24]([OH:26])=[O:25])[CH2:18][CH2:17]1)=[O:15])([CH3:12])([CH3:11])[CH3:10].C([O-])([O-])=O.[K+].[K+], predict the reaction product. The product is: [CH2:1]([O:26][C:24](=[O:25])[CH2:23][CH2:22][CH:19]1[CH2:18][CH2:17][N:16]([C:14]([O:13][C:9]([CH3:11])([CH3:10])[CH3:12])=[O:15])[CH2:21][CH2:20]1)[C:2]1[CH:7]=[CH:6][CH:5]=[CH:4][CH:3]=1. (7) Given the reactants [O:1]1[CH:5]=[CH:4][C:3]([C:6](O)=O)=[CH:2]1.OC1C2N=NNC=2C=CC=1.Cl.CN(C)CCCN=C=NCC.[NH2:31][C:32]1[CH:50]=[CH:49][C:35]2[N:36]=[C:37]([NH:40][C:41]3[C:46]([Cl:47])=[CH:45][CH:44]=[CH:43][C:42]=3[Cl:48])[N:38]([CH3:39])[C:34]=2[C:33]=1[C:51]([NH2:53])=[O:52], predict the reaction product. The product is: [Cl:48][C:42]1[CH:43]=[CH:44][CH:45]=[C:46]([Cl:47])[C:41]=1[NH:40][C:37]1[N:38]([CH3:39])[C:34]2=[C:33]3[C:32](=[CH:50][CH:49]=[C:35]2[N:36]=1)[N:31]=[C:6]([C:3]1[CH:4]=[CH:5][O:1][CH:2]=1)[NH:53][C:51]3=[O:52]. (8) Given the reactants [CH2:1]([N:3]1CN(C)C[N:5]([C:10]2[S:11][C:12]3[C:18]([O:19][CH3:20])=[CH:17][C:16]([C:21]4[CH:22]=[N:23][C:24]([N:27]5[CH2:32][CH2:31][C:30]([CH3:38])([C:33]([O:35]CC)=[O:34])[CH2:29][CH2:28]5)=[N:25][CH:26]=4)=[CH:15][C:13]=3[N:14]=2)[C:4]1=[O:39])[CH3:2], predict the reaction product. The product is: [CH2:1]([NH:3][C:4]([NH:5][C:10]1[S:11][C:12]2[C:18]([O:19][CH3:20])=[CH:17][C:16]([C:21]3[CH:22]=[N:23][C:24]([N:27]4[CH2:32][CH2:31][C:30]([CH3:38])([C:33]([OH:35])=[O:34])[CH2:29][CH2:28]4)=[N:25][CH:26]=3)=[CH:15][C:13]=2[N:14]=1)=[O:39])[CH3:2]. (9) Given the reactants [NH2:1][C@@H:2]1[CH2:8][CH2:7][C@@H:6]([C:9]2[CH:14]=[CH:13][CH:12]=[C:11]([F:15])[C:10]=2[F:16])[CH2:5][N:4]([CH2:17][C:18]([F:21])([F:20])[F:19])[C:3]1=[O:22].Cl[C:24](OC1C=CC([N+]([O-])=O)=CC=1)=[O:25].C(N(CC)CC)C.FC(F)(F)C(O)=O.[CH3:50][N:51]1[C:55]2=[N:56][CH:57]=[CH:58][CH:59]=[C:54]2[N:53]([CH:60]2[CH2:65][CH2:64][NH:63][CH2:62][CH2:61]2)[C:52]1=[O:66], predict the reaction product. The product is: [F:16][C:10]1[C:11]([F:15])=[CH:12][CH:13]=[CH:14][C:9]=1[C@H:6]1[CH2:5][N:4]([CH2:17][C:18]([F:21])([F:19])[F:20])[C:3](=[O:22])[C@H:2]([NH:1][C:24]([N:63]2[CH2:64][CH2:65][CH:60]([N:53]3[C:54]4[C:55](=[N:56][CH:57]=[CH:58][CH:59]=4)[N:51]([CH3:50])[C:52]3=[O:66])[CH2:61][CH2:62]2)=[O:25])[CH2:8][CH2:7]1.